From a dataset of Retrosynthesis with 50K atom-mapped reactions and 10 reaction types from USPTO. Predict the reactants needed to synthesize the given product. (1) Given the product Cc1cc(=O)c(C(=O)Oc2ccccc2)nn1-c1ccc(Cl)cc1, predict the reactants needed to synthesize it. The reactants are: Cc1cc(=O)c(C(=O)O)nn1-c1ccc(Cl)cc1.Oc1ccccc1. (2) Given the product O=C(O)c1ccc(C(=O)Nc2nccs2)cc1, predict the reactants needed to synthesize it. The reactants are: COC(=O)c1ccc(C(=O)Nc2nccs2)cc1. (3) Given the product c1csc(-c2cccc3c2OCCNC3)c1, predict the reactants needed to synthesize it. The reactants are: CC(C)(C)OC(=O)N1CCOc2c(cccc2-c2cccs2)C1.